Predict the product of the given reaction. From a dataset of Forward reaction prediction with 1.9M reactions from USPTO patents (1976-2016). (1) Given the reactants [O:1]1[C:5]2=[N:6][CH:7]=[CH:8][CH:9]=[C:4]2[C:3]([C:10]([OH:12])=[O:11])=[CH:2]1.[CH3:13]CN=C=NCCCN(C)C.Cl.CO, predict the reaction product. The product is: [CH3:13][O:11][C:10]([C:3]1[C:4]2[C:5](=[N:6][CH:7]=[CH:8][CH:9]=2)[O:1][CH:2]=1)=[O:12]. (2) Given the reactants Cl[C:2]1[C:6]2[CH:7]=[CH:8][C:9]([Cl:11])=[CH:10][C:5]=2[O:4][N:3]=1.[NH:12]1[CH2:17][CH2:16][NH:15][CH2:14][CH2:13]1.[OH-].[Na+], predict the reaction product. The product is: [Cl:11][C:9]1[CH:8]=[CH:7][C:6]2[C:2]([N:12]3[CH2:17][CH2:16][NH:15][CH2:14][CH2:13]3)=[N:3][O:4][C:5]=2[CH:10]=1. (3) Given the reactants [O:1]=[C:2]1[CH:7]=[CH:6][N:5]([C:8]2[CH:13]=[CH:12][CH:11]=[C:10]([C:14]([F:17])([F:16])[F:15])[CH:9]=2)[N:4]=[C:3]1[C:18]([NH:20][NH2:21])=O.CO[C:24](OC)(N(C)C)[CH3:25].C(O)(=O)C.[NH2:35][C:36]1[CH:41]=[CH:40][CH:39]=[CH:38][CH:37]=1, predict the reaction product. The product is: [CH3:24][C:25]1[N:35]([C:36]2[CH:41]=[CH:40][CH:39]=[CH:38][CH:37]=2)[C:18]([C:3]2[C:2](=[O:1])[CH:7]=[CH:6][N:5]([C:8]3[CH:13]=[CH:12][CH:11]=[C:10]([C:14]([F:17])([F:16])[F:15])[CH:9]=3)[N:4]=2)=[N:20][N:21]=1. (4) Given the reactants [NH2:1][C:2]1[CH:7]=[CH:6][CH:5]=[CH:4][CH:3]=1.[O:8]1[C:12]([C:13]2[CH:18]=[CH:17][C:16]([NH:19][C:20]3[N:21]=[C:22](OS(C(F)(F)F)(=O)=O)[C:23]4[CH2:29][N:28](C(OC(C)(C)C)=O)[CH2:27][CH2:26][C:24]=4[N:25]=3)=[CH:15][CH:14]=2)=[CH:11][N:10]=[CH:9]1.Cl, predict the reaction product. The product is: [O:8]1[C:12]([C:13]2[CH:18]=[CH:17][C:16]([NH:19][C:20]3[N:21]=[C:22]([NH:1][C:2]4[CH:7]=[CH:6][CH:5]=[CH:4][CH:3]=4)[C:23]4[CH2:29][NH:28][CH2:27][CH2:26][C:24]=4[N:25]=3)=[CH:15][CH:14]=2)=[CH:11][N:10]=[CH:9]1.